Predict the reactants needed to synthesize the given product. From a dataset of Full USPTO retrosynthesis dataset with 1.9M reactions from patents (1976-2016). (1) Given the product [CH3:1][O:2][C:3]1[CH:8]=[CH:7][C:6]([C:9]([C:11]2[CH:16]=[CH:15][CH:14]=[C:13]([O:17][CH2:18][C:19]3[N:20]=[C:21]([C:25]4[CH:26]=[CH:27][CH:28]=[CH:29][CH:30]=4)[O:22][C:23]=3[CH3:24])[CH:12]=2)=[O:10])=[C:5]([O:31][CH2:32][O:33][CH3:34])[CH:4]=1, predict the reactants needed to synthesize it. The reactants are: [CH3:1][O:2][C:3]1[CH:8]=[CH:7][C:6]([CH:9]([C:11]2[CH:16]=[CH:15][CH:14]=[C:13]([O:17][CH2:18][C:19]3[N:20]=[C:21]([C:25]4[CH:30]=[CH:29][CH:28]=[CH:27][CH:26]=4)[O:22][C:23]=3[CH3:24])[CH:12]=2)[OH:10])=[C:5]([O:31][CH2:32][O:33][CH3:34])[CH:4]=1. (2) The reactants are: [O:1]1[C:5]2[CH:6]=[CH:7][C:8]([CH:10]=[C:11]3[S:15][C:14](=[S:16])[NH:13][C:12]3=[O:17])=[CH:9][C:4]=2[O:3][CH2:2]1.[CH3:18]CN(C(C)C)C(C)C.CI.CCOC(C)=O. Given the product [O:1]1[C:5]2[CH:6]=[CH:7][C:8]([CH:10]=[C:11]3[S:15][C:14]([S:16][CH3:18])=[N:13][C:12]3=[O:17])=[CH:9][C:4]=2[O:3][CH2:2]1, predict the reactants needed to synthesize it. (3) Given the product [CH:1]1([C:4]#[C:5][C:6]2[O:10][N:9]=[C:8]([CH:11]=[O:12])[CH:7]=2)[CH2:3][CH2:2]1, predict the reactants needed to synthesize it. The reactants are: [CH:1]1([C:4]#[C:5][C:6]2[O:10][N:9]=[C:8]([CH2:11][OH:12])[CH:7]=2)[CH2:3][CH2:2]1.CC(OI1(OC(C)=O)(OC(C)=O)OC(=O)C2C=CC=CC1=2)=O. (4) Given the product [Br:1][C:2]1[C:9]([Cl:10])=[CH:8][CH:7]=[CH:6][C:3]=1[CH2:4][C:15]#[N:16], predict the reactants needed to synthesize it. The reactants are: [Br:1][C:2]1[C:9]([Cl:10])=[CH:8][CH:7]=[CH:6][C:3]=1[CH2:4]Br.[Si]([C:15]#[N:16])(C)(C)C.CCCC[N+](CCCC)(CCCC)CCCC.[F-]. (5) Given the product [C:37]([O:36][C:34]([N:32]([CH3:33])[CH:27]([CH2:26][C:23]1[CH:22]=[CH:21][C:20]([O:19][CH2:18][CH2:17][N:13]2[C:12]3[CH:41]=[CH:42][C:9]([C:1](=[N:45][O:44][CH3:43])[C:2]4[CH:7]=[CH:6][CH:5]=[CH:4][CH:3]=4)=[CH:10][C:11]=3[S:15][C:14]2=[O:16])=[CH:25][CH:24]=1)[C:28]([O:30][CH3:31])=[O:29])=[O:35])([CH3:40])([CH3:38])[CH3:39], predict the reactants needed to synthesize it. The reactants are: [C:1]([C:9]1[CH:42]=[CH:41][C:12]2[N:13]([CH2:17][CH2:18][O:19][C:20]3[CH:25]=[CH:24][C:23]([CH2:26][CH:27]([N:32]([C:34]([O:36][C:37]([CH3:40])([CH3:39])[CH3:38])=[O:35])[CH3:33])[C:28]([O:30][CH3:31])=[O:29])=[CH:22][CH:21]=3)[C:14](=[O:16])[S:15][C:11]=2[CH:10]=1)(=O)[C:2]1[CH:7]=[CH:6][CH:5]=[CH:4][CH:3]=1.[CH3:43][O:44][NH2:45]. (6) Given the product [CH3:25][O:24][C:17]1[C:18]([O:22][CH3:23])=[CH:19][CH:20]=[CH:21][C:16]=1[CH2:15][NH:14][C:12]([C:10]1[C:9]([OH:26])=[C:8]2[C:3]([CH:4]=[CH:5][CH:6]=[N:7]2)=[C:2]([S:35][C:32]2[CH:33]=[CH:34][C:29]([N:28]([CH3:36])[CH3:27])=[CH:30][CH:31]=2)[N:11]=1)=[O:13], predict the reactants needed to synthesize it. The reactants are: Br[C:2]1[N:11]=[C:10]([C:12]([NH:14][CH2:15][C:16]2[CH:21]=[CH:20][CH:19]=[C:18]([O:22][CH3:23])[C:17]=2[O:24][CH3:25])=[O:13])[C:9]([OH:26])=[C:8]2[C:3]=1[CH:4]=[CH:5][CH:6]=[N:7]2.[CH3:27][N:28]([CH3:36])[C:29]1[CH:34]=[CH:33][C:32]([SH:35])=[CH:31][CH:30]=1.C(N(CC)CC)C.